From a dataset of Forward reaction prediction with 1.9M reactions from USPTO patents (1976-2016). Predict the product of the given reaction. Given the reactants Br[C:2]1[N:10]([CH2:11][CH2:12][CH:13]([CH3:15])[CH3:14])[C:9]2[C:8](=[O:16])[N:7]([CH2:17][CH2:18][CH2:19][O:20][Si:21]([C:24]([CH3:27])([CH3:26])[CH3:25])([CH3:23])[CH3:22])[C:6](=[O:28])[N:5]([CH3:29])[C:4]=2[N:3]=1.[Cl:30][C:31]1[CH:32]=[C:33]([OH:37])[CH:34]=[CH:35][CH:36]=1.C(=O)([O-])[O-].[K+].[K+], predict the reaction product. The product is: [Si:21]([O:20][CH2:19][CH2:18][CH2:17][N:7]1[C:8](=[O:16])[C:9]2[N:10]([CH2:11][CH2:12][CH:13]([CH3:15])[CH3:14])[C:2]([O:37][C:33]3[CH:34]=[CH:35][CH:36]=[C:31]([Cl:30])[CH:32]=3)=[N:3][C:4]=2[N:5]([CH3:29])[C:6]1=[O:28])([C:24]([CH3:27])([CH3:26])[CH3:25])([CH3:23])[CH3:22].